Dataset: Reaction yield outcomes from USPTO patents with 853,638 reactions. Task: Predict the reaction yield, written as a fraction of the theoretical maximum amount of product (1.0 means a 100% yield; for example, 0.34 means a 34% yield). (1) The reactants are [C:1]([C:5]1[O:9][C:8]([CH3:10])=[C:7]([C:11](Cl)=[O:12])[CH:6]=1)([CH3:4])([CH3:3])[CH3:2].[OH-:14].[Li+]. The catalyst is C1COCC1.O. The product is [C:1]([C:5]1[O:9][C:8]([CH3:10])=[C:7]([C:11]([OH:12])=[O:14])[CH:6]=1)([CH3:4])([CH3:3])[CH3:2]. The yield is 0.940. (2) The reactants are [Cl:1][C:2]1[CH:3]=[C:4]2[C:12](=[C:13]([NH:15][C:16]([C@H:18]3[N:23]([CH2:24][C:25](O)=[O:26])[CH2:22][C:21]([CH3:29])([CH3:28])[O:20][CH2:19]3)=[O:17])[CH:14]=1)[NH:11][C:10]1[CH:9]=[N:8][CH:7]=[CH:6][C:5]2=1.[NH2:30][C:31]1[CH:32]=[N:33][CH:34]=[CH:35][CH:36]=1. No catalyst specified. The product is [Cl:1][C:2]1[CH:3]=[C:4]2[C:12](=[C:13]([NH:15][C:16]([C@@H:18]3[CH2:19][O:20][C:21]([CH3:28])([CH3:29])[CH2:22][N:23]3[CH2:24][C:25](=[O:26])[NH:30][C:31]3[CH:32]=[N:33][CH:34]=[CH:35][CH:36]=3)=[O:17])[CH:14]=1)[NH:11][C:10]1[CH:9]=[N:8][CH:7]=[CH:6][C:5]2=1. The yield is 0.550. (3) The reactants are [CH2:1]([N:3]1[C:12]2[C:7](=[CH:8][C:9]3[O:15][CH2:14][O:13][C:10]=3[CH:11]=2)[C:6](=[O:16])[C:5]([C:17]([OH:19])=[O:18])=[N:4]1)[CH3:2].[N+:20]([O-])([O-:22])=[O:21].[K+]. The catalyst is S(=O)(=O)(O)O. The product is [CH2:1]([N:3]1[C:12]2[C:7](=[C:8]([N+:20]([O-:22])=[O:21])[C:9]3[O:15][CH2:14][O:13][C:10]=3[CH:11]=2)[C:6](=[O:16])[C:5]([C:17]([OH:19])=[O:18])=[N:4]1)[CH3:2]. The yield is 0.750. (4) The catalyst is O.CCO.C(Cl)Cl. The reactants are [C:1]([O:5][C:6]([N:8]1[C:12]([C:13]2[CH:18]=[CH:17][C:16]([N:19]=[N+:20]=[N-:21])=[CH:15][CH:14]=2)=[CH:11][N:10]=[C:9]1[NH:22][C:23]([O:25][C:26]([CH3:29])([CH3:28])[CH3:27])=[O:24])=[O:7])([CH3:4])([CH3:3])[CH3:2].[C:30]([C:32]1[CH:37]=[C:36](F)[CH:35]=[C:34](F)[CH:33]=1)#[CH:31].O=[C:41]1O[C@H:46]([C@H:48](CO)O)[C:44]([O-])=[C:42]1O.[Na+]. The yield is 0.440. The product is [C:1]([O:5][C:6]([N:8]1[C:12]([C:13]2[CH:14]=[CH:15][C:16]([N:19]3[CH:31]=[C:30]([C:32]4[CH:37]=[CH:36][C:35]([CH2:41][CH2:42][CH2:44][CH2:46][CH3:48])=[CH:34][CH:33]=4)[N:21]=[N:20]3)=[CH:17][CH:18]=2)=[CH:11][N:10]=[C:9]1[NH:22][C:23]([O:25][C:26]([CH3:29])([CH3:28])[CH3:27])=[O:24])=[O:7])([CH3:4])([CH3:3])[CH3:2]. (5) The reactants are Cl.[CH3:2][NH:3][O:4][CH3:5].[Cl:6][C:7]1[N:11]([CH3:12])[N:10]=[CH:9][C:8]=1[C:13]([OH:15])=O.Cl.CN(C)CCCN=C=NCC.O.ON1C2C=CC=CC=2N=N1. The catalyst is O.C(N(CC)CC)C.CN(C)C=O. The product is [Cl:6][C:7]1[N:11]([CH3:12])[N:10]=[CH:9][C:8]=1[C:13]([N:3]([O:4][CH3:5])[CH3:2])=[O:15]. The yield is 0.810. (6) The reactants are [Br:1][C:2]1[CH:3]=[C:4]([CH:6]=[CH:7][CH:8]=1)[NH2:5].[C:9]([C:12]1[CH:17]=[CH:16][CH:15]=[CH:14][CH:13]=1)(=O)[CH3:10]. The catalyst is CO.C(O)(=O)C. The product is [Br:1][C:2]1[CH:3]=[C:4]([CH:6]=[CH:7][CH:8]=1)[NH:5][CH:9]([C:12]1[CH:17]=[CH:16][CH:15]=[CH:14][CH:13]=1)[CH3:10]. The yield is 0.707.